This data is from Forward reaction prediction with 1.9M reactions from USPTO patents (1976-2016). The task is: Predict the product of the given reaction. (1) Given the reactants [Cl:1][C:2]1[CH:3]=[CH:4][C:5]([OH:23])=[C:6]([CH:22]=1)[C:7]([NH:9][C@H:10]([C:12]1[CH:21]=[CH:20][C:15]([C:16]([O:18][CH3:19])=[O:17])=[CH:14][CH:13]=1)[CH3:11])=[O:8].[CH:24]([O:27][CH2:28][CH2:29]O)([CH3:26])[CH3:25], predict the reaction product. The product is: [Cl:1][C:2]1[CH:3]=[CH:4][C:5]([O:23][CH2:29][CH2:28][O:27][CH:24]([CH3:26])[CH3:25])=[C:6]([CH:22]=1)[C:7]([NH:9][C@H:10]([C:12]1[CH:21]=[CH:20][C:15]([C:16]([O:18][CH3:19])=[O:17])=[CH:14][CH:13]=1)[CH3:11])=[O:8]. (2) Given the reactants [C:1]([NH:6][C:7]1[NH:8][C:9](=[O:31])[C:10]2[N:11]=[CH:12][N:13]([C:29]=2[N:30]=1)[C@@H:14]1[O:28][C@H:18]([CH2:19][O:20][Si:21]([C:24]([CH3:27])([CH3:26])[CH3:25])([CH3:23])[CH3:22])[C@@H:16]([OH:17])[CH2:15]1)(=[O:5])[CH:2]([CH3:4])[CH3:3].C([O-])(O)=O.[Na+].[CH3:37][S:38]([CH3:40])=O, predict the reaction product. The product is: [C:1]([NH:6][C:7]1[NH:8][C:9](=[O:31])[C:10]2[N:11]=[CH:12][N:13]([C:29]=2[N:30]=1)[C@@H:14]1[O:28][C@H:18]([CH2:19][O:20][Si:21]([C:24]([CH3:26])([CH3:25])[CH3:27])([CH3:23])[CH3:22])[C@@H:16]([O:17][CH2:37][S:38][CH3:40])[CH2:15]1)(=[O:5])[CH:2]([CH3:4])[CH3:3]. (3) The product is: [CH:16]([C:2]1[CH:3]=[CH:4][C:5]2[N:6]([C:8]([C:11]([NH:13][CH2:14][CH3:15])=[O:12])=[CH:9][N:10]=2)[CH:7]=1)=[CH2:17]. Given the reactants Br[C:2]1[CH:3]=[CH:4][C:5]2[N:6]([C:8]([C:11]([NH:13][CH2:14][CH3:15])=[O:12])=[CH:9][N:10]=2)[CH:7]=1.[CH:16]([B-](F)(F)F)=[CH2:17].[K+].C(N(CC)CC)C, predict the reaction product. (4) The product is: [NH2:14][C:15]1[N:20]([C:21]2[CH:22]=[CH:23][C:24]([NH:27][C:11]([C:8]3([C:4]4[CH:5]=[CH:6][CH:7]=[C:2]([Cl:1])[CH:3]=4)[CH2:10][CH2:9]3)=[O:12])=[CH:25][CH:26]=2)[CH2:19][N:18]=[C:17]2[S:28][CH:29]=[CH:30][C:16]=12. Given the reactants [Cl:1][C:2]1[CH:3]=[C:4]([C:8]2([C:11](Cl)=[O:12])[CH2:10][CH2:9]2)[CH:5]=[CH:6][CH:7]=1.[NH2:14][C:15]1[N:20]([C:21]2[CH:26]=[CH:25][C:24]([NH2:27])=[CH:23][CH:22]=2)[CH2:19][N:18]=[C:17]2[S:28][CH:29]=[CH:30][C:16]=12, predict the reaction product. (5) Given the reactants [Cl:1][C:2]1[N:7]=[C:6]([N:8]([CH3:13])[CH2:9][CH2:10][CH2:11][OH:12])[C:5]([F:14])=[CH:4][N:3]=1.[CH3:15][O:16][C:17](=[O:29])[CH2:18][N:19]1[C:27]2[C:22](=[CH:23][C:24](O)=[CH:25][CH:26]=2)[CH:21]=[CH:20]1.C1(P(C2C=CC=CC=2)C2C=CC=CC=2)C=CC=CC=1.N(C(N1CCCCC1)=O)=NC(N1CCCCC1)=O, predict the reaction product. The product is: [CH3:15][O:16][C:17](=[O:29])[CH2:18][N:19]1[C:27]2[C:22](=[CH:23][C:24]([O:12][CH2:11][CH2:10][CH2:9][N:8]([C:6]3[C:5]([F:14])=[CH:4][N:3]=[C:2]([Cl:1])[N:7]=3)[CH3:13])=[CH:25][CH:26]=2)[CH:21]=[CH:20]1. (6) Given the reactants [Cl:1][C:2]1[CH:7]=[CH:6][C:5]([CH:8]([CH2:28][CH:29]=O)[CH:9]([C:13]2[CH:27]=[CH:26][C:16]([C:17]([NH:19][CH2:20][CH2:21][C:22]([O:24][CH3:25])=[O:23])=[O:18])=[CH:15][CH:14]=2)[CH2:10][CH2:11][CH3:12])=[CH:4][CH:3]=1.Cl.[F:32][C:33]1[CH:38]=[C:37]([CH3:39])[CH:36]=[CH:35][C:34]=1[NH:40]N, predict the reaction product. The product is: [Cl:1][C:2]1[CH:7]=[CH:6][C:5]([C@H:8]([C:28]2[C:35]3[C:34](=[C:33]([F:32])[CH:38]=[C:37]([CH3:39])[CH:36]=3)[NH:40][CH:29]=2)[C@@H:9]([C:13]2[CH:14]=[CH:15][C:16]([C:17]([NH:19][CH2:20][CH2:21][C:22]([O:24][CH3:25])=[O:23])=[O:18])=[CH:26][CH:27]=2)[CH2:10][CH2:11][CH3:12])=[CH:4][CH:3]=1.